This data is from Forward reaction prediction with 1.9M reactions from USPTO patents (1976-2016). The task is: Predict the product of the given reaction. Given the reactants O[CH2:2][CH2:3][O:4][C:5]1[C:10]([CH3:11])=[CH:9][C:8]([C:12]2[NH:13][C:14](=[O:26])[C:15]3[C:20]([CH:21]=2)=[CH:19][C:18]([O:22][CH3:23])=[CH:17][C:16]=3[O:24][CH3:25])=[CH:7][C:6]=1[CH3:27].[C:28]1(=[O:38])[C:36]2[C:31](=[CH:32][CH:33]=[CH:34][CH:35]=2)[C:30](=[O:37])[NH:29]1.C1(P(C2C=CC=CC=2)C2C=CC=CC=2)C=CC=CC=1.N(C(OCC)=O)=NC(OCC)=O, predict the reaction product. The product is: [CH3:23][O:22][C:18]1[CH:19]=[C:20]2[C:15](=[C:16]([O:24][CH3:25])[CH:17]=1)[C:14](=[O:26])[NH:13][C:12]([C:8]1[CH:9]=[C:10]([CH3:11])[C:5]([O:4][CH2:3][CH2:2][N:29]3[C:30](=[O:37])[C:31]4[C:36](=[CH:35][CH:34]=[CH:33][CH:32]=4)[C:28]3=[O:38])=[C:6]([CH3:27])[CH:7]=1)=[CH:21]2.